This data is from PAMPA (Parallel Artificial Membrane Permeability Assay) permeability data from NCATS. The task is: Regression/Classification. Given a drug SMILES string, predict its absorption, distribution, metabolism, or excretion properties. Task type varies by dataset: regression for continuous measurements (e.g., permeability, clearance, half-life) or binary classification for categorical outcomes (e.g., BBB penetration, CYP inhibition). Dataset: pampa_ncats. (1) The compound is CCC1=CC=C(C=C1)CNC2=CC3=C(C=C2)N(C=N3)C(C)(C)C. The result is 1 (high permeability). (2) The compound is C1=CC=C(C=C1)C2=CSC(=N2)NC(=O)C3=C(C=NC=C3)NS(=O)(=O)C4=CC(=C(C=C4)F)F. The result is 1 (high permeability). (3) The compound is C1=CC=C(C(=C1)C(F)(F)F)NCC2=C3C=CC=NC3=C(C=C2)O. The result is 1 (high permeability). (4) The molecule is CC1=CC2=C(C=C1)OC(=N2)NC3=NC4(CCCC4)C5=C(N3)CCCC5=O. The result is 1 (high permeability). (5) The molecule is COC1=C(N=C(O1)C2=CC=CC3=CC=CC=C32)C(=O)OC. The result is 1 (high permeability).